From a dataset of Full USPTO retrosynthesis dataset with 1.9M reactions from patents (1976-2016). Predict the reactants needed to synthesize the given product. Given the product [F:47][C:38]1[CH:39]=[CH:40][C:41]([C:43]([F:44])([F:45])[F:46])=[CH:42][C:37]=1[NH:36][C:35]([N:31]1[C:32]2[C:28](=[CH:27][C:26]([O:25][C:21]3[C:22]4[CH2:23][CH2:24][NH:15][CH2:16][C:17]=4[N:18]=[CH:19][N:20]=3)=[CH:34][CH:33]=2)[CH:29]=[CH:30]1)=[O:48], predict the reactants needed to synthesize it. The reactants are: C(O)(C(F)(F)F)=O.C(OC([N:15]1[CH2:24][CH2:23][C:22]2[C:21]([O:25][C:26]3[CH:27]=[C:28]4[C:32](=[CH:33][CH:34]=3)[N:31]([C:35](=[O:48])[NH:36][C:37]3[CH:42]=[C:41]([C:43]([F:46])([F:45])[F:44])[CH:40]=[CH:39][C:38]=3[F:47])[CH:30]=[CH:29]4)=[N:20][CH:19]=[N:18][C:17]=2[CH2:16]1)=O)(C)(C)C.